Task: Predict the reactants needed to synthesize the given product.. Dataset: Full USPTO retrosynthesis dataset with 1.9M reactions from patents (1976-2016) (1) Given the product [Br:3][C:4]1[CH:9]=[C:8]([CH2:10][OH:11])[CH:7]=[CH:6][N:5]=1, predict the reactants needed to synthesize it. The reactants are: N#N.[Br:3][C:4]1[CH:9]=[C:8]([CH:10]=[O:11])[CH:7]=[CH:6][N:5]=1.[BH4-].[Na+].O. (2) Given the product [C:37]1([C:2]2[C:3]([O:31][CH2:32][C:33]([F:35])([F:34])[F:36])=[N:4][CH:5]=[C:6]([CH:30]=2)[C:7]([NH:9][CH2:10][CH2:11][NH:12][C:13]([C:15]2[C:16]([C:26]([F:29])([F:28])[F:27])=[N:17][N:18]([C:20]3[CH:21]=[CH:22][CH:23]=[CH:24][CH:25]=3)[CH:19]=2)=[O:14])=[O:8])[CH:42]=[CH:41][CH:40]=[CH:39][CH:38]=1, predict the reactants needed to synthesize it. The reactants are: Br[C:2]1[C:3]([O:31][CH2:32][C:33]([F:36])([F:35])[F:34])=[N:4][CH:5]=[C:6]([CH:30]=1)[C:7]([NH:9][CH2:10][CH2:11][NH:12][C:13]([C:15]1[C:16]([C:26]([F:29])([F:28])[F:27])=[N:17][N:18]([C:20]2[CH:25]=[CH:24][CH:23]=[CH:22][CH:21]=2)[CH:19]=1)=[O:14])=[O:8].[C:37]1(B(O)O)[CH:42]=[CH:41][CH:40]=[CH:39][CH:38]=1.C(=O)([O-])[O-].[Cs+].[Cs+].C(N1CCN2CCN(CC(C)C)P1N(CC(C)C)CC2)C(C)C. (3) Given the product [Br:15][C:4]1[C:3]2[CH:6]=[CH:7][CH:8]=[CH:9][C:2]=2[S:1][CH:5]=1, predict the reactants needed to synthesize it. The reactants are: [S:1]1[CH:5]=[CH:4][C:3]2[CH:6]=[CH:7][CH:8]=[CH:9][C:2]1=2.CC([O-])=O.[Na+].[Br:15]Br.